This data is from Full USPTO retrosynthesis dataset with 1.9M reactions from patents (1976-2016). The task is: Predict the reactants needed to synthesize the given product. (1) Given the product [F:1][C:2]1[CH:18]=[CH:17][CH:16]=[C:15]([F:19])[C:3]=1[CH2:4][O:5][C:6]1[CH:7]=[CH:8][C:9]([CH2:12][C:13]2[NH:22][N:21]=[N:20][N:14]=2)=[CH:10][CH:11]=1, predict the reactants needed to synthesize it. The reactants are: [F:1][C:2]1[CH:18]=[CH:17][CH:16]=[C:15]([F:19])[C:3]=1[CH2:4][O:5][C:6]1[CH:11]=[CH:10][C:9]([CH2:12][C:13]#[N:14])=[CH:8][CH:7]=1.[N-:20]=[N+:21]=[N-:22].[Na+].[NH4+].[Cl-]. (2) Given the product [F:1][C:2]([F:13])([CH:10]([F:11])[F:12])/[CH:3]=[CH:4]/[C:5]([OH:7])=[O:6], predict the reactants needed to synthesize it. The reactants are: [F:1][C:2]([F:13])([CH:10]([F:12])[F:11])/[CH:3]=[CH:4]/[C:5]([O:7]CC)=[O:6].[OH-].[Na+]. (3) The reactants are: C[O:2][C:3]([CH:5]1[N:10]2[C:11](=[O:26])[CH:12]([NH:17][C:18](=[O:25])[C:19]3[CH:24]=[CH:23][CH:22]=[CH:21][CH:20]=3)[CH2:13][CH:14]=[CH:15][CH2:16][CH:9]2[CH2:8][CH2:7][CH2:6]1)=[O:4].[Li+].[OH-].Cl. Given the product [C:18]([NH:17][C@@H:12]1[C:11](=[O:26])[N:10]2[C@H:5]([C:3]([OH:4])=[O:2])[CH2:6][CH2:7][CH2:8][C@@H:9]2[CH2:16][CH:15]=[CH:14][CH2:13]1)(=[O:25])[C:19]1[CH:24]=[CH:23][CH:22]=[CH:21][CH:20]=1, predict the reactants needed to synthesize it. (4) Given the product [CH2:7]([S:9][C:11]1[C:20]([N:21]2[C:29](=[O:30])[C:28]3[C:23](=[CH:24][CH:25]=[CH:26][CH:27]=3)[C:22]2=[O:31])=[C:19]([CH3:32])[C:18]2[C:13](=[CH:14][CH:15]=[CH:16][CH:17]=2)[N:12]=1)[CH3:8], predict the reactants needed to synthesize it. The reactants are: C([O-])([O-])=O.[K+].[K+].[CH2:7]([SH:9])[CH3:8].Cl[C:11]1[C:20]([N:21]2[C:29](=[O:30])[C:28]3[C:23](=[CH:24][CH:25]=[CH:26][CH:27]=3)[C:22]2=[O:31])=[C:19]([CH3:32])[C:18]2[C:13](=[CH:14][CH:15]=[CH:16][CH:17]=2)[N:12]=1.